Dataset: Catalyst prediction with 721,799 reactions and 888 catalyst types from USPTO. Task: Predict which catalyst facilitates the given reaction. (1) Reactant: [Cl:1][CH2:2][C:3]1[O:7][N:6]=[C:5]([C:8]([C:10]2[CH:15]=[CH:14][CH:13]=[CH:12][CH:11]=2)=[O:9])[CH:4]=1.[CH:16]1([Mg]Cl)[CH2:21][CH2:20][CH2:19][CH2:18][CH2:17]1.Cl. Product: [Cl:1][CH2:2][C:3]1[O:7][N:6]=[C:5]([C:8]([CH:16]2[CH2:21][CH2:20][CH2:19][CH2:18][CH2:17]2)([C:10]2[CH:15]=[CH:14][CH:13]=[CH:12][CH:11]=2)[OH:9])[CH:4]=1. The catalyst class is: 27. (2) Reactant: [NH2:1][C:2]12[C:20](=[O:21])[C:19]3[C:14](=[CH:15][CH:16]=[CH:17][CH:18]=3)[C:3]1([OH:22])[O:4][C:5]1[CH:10]=[C:9]([CH:11]([CH3:13])[CH3:12])[CH:8]=[CH:7][C:6]=12.[CH:23]1([N:29]2[C:33]([C:34]([F:37])([F:36])[F:35])=[C:32]([C:38](O)=[O:39])[CH:31]=[N:30]2)[CH:28]=[CH:27][CH:26]=[CH:25][CH2:24]1.CCN=C=NCCCN(C)C.Cl.C1C=CC2N(O)N=NC=2C=1. Product: [OH:22][C:3]12[C:14]3[C:19](=[CH:18][CH:17]=[CH:16][CH:15]=3)[C:20](=[O:21])[C:2]1([NH:1][C:38]([C:32]1[CH:31]=[N:30][N:29]([C:23]3[CH:28]=[CH:27][CH:26]=[CH:25][CH:24]=3)[C:33]=1[C:34]([F:36])([F:37])[F:35])=[O:39])[C:6]1[CH:7]=[CH:8][C:9]([CH:11]([CH3:13])[CH3:12])=[CH:10][C:5]=1[O:4]2. The catalyst class is: 2. (3) The catalyst class is: 24. Reactant: FC(F)(F)C([NH:5][CH2:6][C:7]1[CH:12]=[CH:11][C:10]([F:13])=[C:9]([CH:14]2[CH2:19][CH2:18][N:17]([C:20]([C:22]3[NH:30][C:25]4=[N:26][CH:27]=[CH:28][CH:29]=[C:24]4[CH:23]=3)=[O:21])[CH2:16][CH2:15]2)[CH:8]=1)=O.C([O-])([O-])=O.[K+].[K+].[ClH:39].O1CCOCC1. Product: [ClH:39].[ClH:39].[NH2:5][CH2:6][C:7]1[CH:12]=[CH:11][C:10]([F:13])=[C:9]([CH:14]2[CH2:19][CH2:18][N:17]([C:20]([C:22]3[NH:30][C:25]4=[N:26][CH:27]=[CH:28][CH:29]=[C:24]4[CH:23]=3)=[O:21])[CH2:16][CH2:15]2)[CH:8]=1.